The task is: Predict the reaction yield, written as a fraction of the theoretical maximum amount of product (1.0 means a 100% yield; for example, 0.34 means a 34% yield).. This data is from Reaction yield outcomes from USPTO patents with 853,638 reactions. (1) The reactants are [F:1][C:2]([F:25])([F:24])[S:3]([NH:6][C:7]1[CH:8]=[C:9]([C:13]2[CH:18]=[CH:17][CH:16]=[C:15]([C:19]([O:21]CC)=[O:20])[CH:14]=2)[CH:10]=[CH:11][CH:12]=1)(=[O:5])=[O:4].[OH-].[Na+].O. The catalyst is C1COCC1. The product is [F:24][C:2]([F:1])([F:25])[S:3]([NH:6][C:7]1[CH:8]=[C:9]([C:13]2[CH:18]=[CH:17][CH:16]=[C:15]([C:19]([OH:21])=[O:20])[CH:14]=2)[CH:10]=[CH:11][CH:12]=1)(=[O:4])=[O:5]. The yield is 0.650. (2) The reactants are [F:1][C:2]([F:12])([F:11])[C:3]1[CH:4]=[C:5]([CH:8]=[CH:9][CH:10]=1)[CH2:6]Br.[P:13]([O:20]CC)([O:17][CH2:18][CH3:19])[O:14][CH2:15][CH3:16]. No catalyst specified. The product is [CH2:15]([O:14][P:13]([CH2:6][C:5]1[CH:8]=[CH:9][CH:10]=[C:3]([C:2]([F:12])([F:11])[F:1])[CH:4]=1)(=[O:20])[O:17][CH2:18][CH3:19])[CH3:16]. The yield is 0.900. (3) The reactants are C[O:2][C:3](=[O:24])[C:4]1[CH:9]=[CH:8][CH:7]=[C:6]([NH:10][C:11]([NH:13][C:14]2[CH:19]=[CH:18][C:17]([C:20]([CH3:23])([CH3:22])[CH3:21])=[CH:16][CH:15]=2)=[O:12])[CH:5]=1.[I-].[Li+]. The catalyst is N1C=CC=CC=1. The product is [C:20]([C:17]1[CH:16]=[CH:15][C:14]([NH:13][C:11](=[O:12])[NH:10][C:6]2[CH:5]=[C:4]([CH:9]=[CH:8][CH:7]=2)[C:3]([OH:24])=[O:2])=[CH:19][CH:18]=1)([CH3:23])([CH3:21])[CH3:22]. The yield is 0.660. (4) The reactants are [F:1][C:2]([F:43])([F:42])[C:3]1[CH:4]=[C:5]([CH:39]=[CH:40][CH:41]=1)[CH2:6][NH:7][C:8](=[O:38])[C:9]1[CH:14]=[CH:13][N:12]=[C:11]([C:15]2[CH:20]=[C:19]([N:21]3[CH2:26][CH2:25][CH2:24][CH2:23][CH2:22]3)[CH:18]=[CH:17][C:16]=2[NH:27][C:28](=[O:37])[C:29]2[CH:34]=[CH:33][CH:32]=[C:31]([CH2:35]Br)[CH:30]=2)[CH:10]=1.[CH3:44][N:45]1[CH2:51][CH2:50][CH2:49][NH:48][CH2:47][CH2:46]1.C(=O)([O-])[O-].[K+].[K+]. The catalyst is CN(C)C=O.O. The product is [CH3:44][N:45]1[CH2:51][CH2:50][CH2:49][N:48]([CH2:35][C:31]2[CH:30]=[C:29]([CH:34]=[CH:33][CH:32]=2)[C:28]([NH:27][C:16]2[CH:17]=[CH:18][C:19]([N:21]3[CH2:26][CH2:25][CH2:24][CH2:23][CH2:22]3)=[CH:20][C:15]=2[C:11]2[CH:10]=[C:9]([CH:14]=[CH:13][N:12]=2)[C:8]([NH:7][CH2:6][C:5]2[CH:39]=[CH:40][CH:41]=[C:3]([C:2]([F:43])([F:42])[F:1])[CH:4]=2)=[O:38])=[O:37])[CH2:47][CH2:46]1. The yield is 0.230. (5) The reactants are [F:1][C:2]1[CH:3]=[C:4]([C:13]2[CH:18]=[CH:17][C:16]([NH:19][CH2:20][CH:21]3[CH2:26][CH2:25][N:24]([CH2:27][C:28]([F:31])([CH3:30])[CH3:29])[CH2:23][CH2:22]3)=[CH:15][CH:14]=2)[CH:5]=[CH:6][C:7]=1[C:8]([O:10]CC)=[O:9].O[Li].O. The catalyst is C1COCC1. The product is [F:1][C:2]1[CH:3]=[C:4]([C:13]2[CH:14]=[CH:15][C:16]([NH:19][CH2:20][CH:21]3[CH2:26][CH2:25][N:24]([CH2:27][C:28]([F:31])([CH3:29])[CH3:30])[CH2:23][CH2:22]3)=[CH:17][CH:18]=2)[CH:5]=[CH:6][C:7]=1[C:8]([OH:10])=[O:9]. The yield is 0.970. (6) The reactants are [CH2:1]([O:8][C:9]1[C:10](=[O:18])[CH:11]=[C:12]([CH:15]([F:17])[F:16])O[CH:14]=1)[C:2]1[CH:7]=[CH:6][CH:5]=[CH:4][CH:3]=1.[CH2:19]([NH2:22])[CH:20]=[CH2:21]. The catalyst is CO. The product is [CH2:19]([N:22]1[CH:14]=[C:9]([O:8][CH2:1][C:2]2[CH:3]=[CH:4][CH:5]=[CH:6][CH:7]=2)[C:10](=[O:18])[CH:11]=[C:12]1[CH:15]([F:16])[F:17])[CH:20]=[CH2:21]. The yield is 0.730. (7) The reactants are [F:1][C:2]1[CH:3]=[CH:4][C:5]([C:8]2[N:12]=[C:11]([C:13]3[CH:18]=[C:17]([N+:19]([O-])=O)[CH:16]=[C:15]([C:22]#[N:23])[CH:14]=3)[O:10][N:9]=2)=[N:6][CH:7]=1.O.O.[Sn](Cl)Cl.ClCCl. The catalyst is C(O)C. The product is [F:1][C:2]1[CH:3]=[CH:4][C:5]([C:8]2[N:12]=[C:11]([C:13]3[CH:14]=[C:15]([C:22]#[N:23])[CH:16]=[C:17]([NH2:19])[CH:18]=3)[O:10][N:9]=2)=[N:6][CH:7]=1. The yield is 0.230.